Task: Predict the reaction yield, written as a fraction of the theoretical maximum amount of product (1.0 means a 100% yield; for example, 0.34 means a 34% yield).. Dataset: Reaction yield outcomes from USPTO patents with 853,638 reactions (1) The reactants are C(O[CH:4]=[C:5]1[C:16]2[C:8](=[CH:9][CH:10]=[C:11]3[C:15]=2[S:14][CH:13]=[N:12]3)[NH:7][C:6]1=[O:17])C.[NH2:18][C:19]1[CH:24]=[CH:23][C:22]([S:25]([NH:28][C:29]2[CH:37]=[C:36]3[C:32]([CH:33]=[N:34][NH:35]3)=[CH:31][CH:30]=2)(=[O:27])=[O:26])=[CH:21][CH:20]=1. No catalyst specified. The product is [NH:35]1[C:36]2[C:32](=[CH:31][CH:30]=[C:29]([NH:28][S:25]([C:22]3[CH:21]=[CH:20][C:19]([NH:18][CH:4]=[C:5]4[C:16]5[C:8](=[CH:9][CH:10]=[C:11]6[C:15]=5[S:14][CH:13]=[N:12]6)[NH:7][C:6]4=[O:17])=[CH:24][CH:23]=3)(=[O:27])=[O:26])[CH:37]=2)[CH:33]=[N:34]1. The yield is 0.160. (2) The reactants are [C:1]([O:5][C:6]([N:8]1[CH2:13][CH:12]=[C:11]([C:14]2[CH:19]=[CH:18][CH:17]=[C:16]([C:20]([O:22][CH2:23][CH3:24])=[O:21])[CH:15]=2)[CH2:10][CH2:9]1)=[O:7])([CH3:4])([CH3:3])[CH3:2]. The catalyst is C(O)C.[Pd]. The product is [C:1]([O:5][C:6]([N:8]1[CH2:13][CH2:12][CH:11]([C:14]2[CH:19]=[CH:18][CH:17]=[C:16]([C:20]([O:22][CH2:23][CH3:24])=[O:21])[CH:15]=2)[CH2:10][CH2:9]1)=[O:7])([CH3:4])([CH3:3])[CH3:2]. The yield is 0.930. (3) The reactants are [C:1]([O:5][C:6]([NH:8][C@@H:9]1[C:23](=[O:24])[N:22]2[CH2:25][C@H:26]([O:28][C:29]([N:31]3[CH2:39][C:38]4[C:33](=[CH:34][CH:35]=[CH:36][C:37]=4[F:40])[CH2:32]3)=[O:30])[CH2:27][C@H:21]2[C:20](=[O:41])[NH:19][C@:18]2([C:43]([OH:45])=O)[CH2:42][C@H:17]2[CH:16]=[CH:15][CH2:14][CH2:13][CH2:12][O:11][CH2:10]1)=[O:7])([CH3:4])([CH3:3])[CH3:2].N1(C(N2C=CN=C2)=O)C=CN=C1.[CH:58]1([S:61]([NH2:64])(=[O:63])=[O:62])[CH2:60][CH2:59]1.C1CCN2C(=NCCC2)CC1.S([O-])(O)(=O)=O.[K+]. The catalyst is C1(C)C=CC=CC=1.O. The product is [F:40][C:37]1[CH:36]=[CH:35][CH:34]=[C:33]2[C:38]=1[CH2:39][N:31]([C:29]([O:28][C@H:26]1[CH2:25][N:22]3[C:23](=[O:24])[C@@H:9]([NH:8][C:6]([O:5][C:1]([CH3:2])([CH3:3])[CH3:4])=[O:7])[CH2:10][O:11][CH2:12][CH2:13][CH2:14][CH:15]=[CH:16][C@@H:17]4[CH2:42][C@@:18]4([C:43](=[O:45])[NH:64][S:61]([CH:58]4[CH2:60][CH2:59]4)(=[O:63])=[O:62])[NH:19][C:20](=[O:41])[C@@H:21]3[CH2:27]1)=[O:30])[CH2:32]2. The yield is 0.930. (4) The reactants are [Cl-].O[NH3+:3].[C:4](=[O:7])([O-])[OH:5].[Na+].CS(C)=O.[CH:13]([O:16][C:17]1[CH:18]=[C:19]([N:23]2[C:28](=[O:29])[C:27]([CH2:30][C:31]3[CH:36]=[CH:35][C:34]([C:37]4[C:38]([C:43]#[N:44])=[CH:39][CH:40]=[CH:41][CH:42]=4)=[CH:33][CH:32]=3)=[C:26]([CH2:45][CH2:46][CH3:47])[N:25]=[C:24]2[CH3:48])[CH:20]=[CH:21][CH:22]=1)([CH3:15])[CH3:14]. The catalyst is O.C(OCC)(=O)C. The product is [CH:13]([O:16][C:17]1[CH:18]=[C:19]([N:23]2[C:28](=[O:29])[C:27]([CH2:30][C:31]3[CH:36]=[CH:35][C:34]([C:37]4[CH:42]=[CH:41][CH:40]=[CH:39][C:38]=4[C:43]4[NH:3][C:4](=[O:7])[O:5][N:44]=4)=[CH:33][CH:32]=3)=[C:26]([CH2:45][CH2:46][CH3:47])[N:25]=[C:24]2[CH3:48])[CH:20]=[CH:21][CH:22]=1)([CH3:15])[CH3:14]. The yield is 0.680. (5) The reactants are [H-].[Na+].[CH2:3]([O:10][CH2:11][C:12]([CH3:18])([CH3:17])[C:13]([O:15]C)=O)[C:4]1[CH:9]=[CH:8][CH:7]=[CH:6][CH:5]=1.[C:19](#[N:21])[CH3:20].Cl. The catalyst is C1(C)C=CC=CC=1. The product is [CH2:3]([O:10][CH2:11][C:12]([CH3:18])([CH3:17])[C:13](=[O:15])[CH2:20][C:19]#[N:21])[C:4]1[CH:5]=[CH:6][CH:7]=[CH:8][CH:9]=1. The yield is 0.960. (6) The reactants are [Mg].BrCCBr.Br[CH:7]([CH3:15])[CH2:8][C:9]1[CH:14]=[CH:13][CH:12]=[CH:11][CH:10]=1.O1CCN=C1.[CH3:21][C:22]1([CH3:39])[CH2:26][O:25][C:24]([C:27]2[CH:32]=[C:31]([O:33][CH3:34])[C:30]([O:35][CH3:36])=[CH:29][C:28]=2OC)=[N:23]1. The catalyst is O1CCCC1.CCCCCC.C(OCC)(=O)C. The product is [CH3:36][O:35][C:30]1[C:31]([O:33][CH3:34])=[CH:32][C:27]([C:24]2[O:25][CH2:26][C:22]([CH3:21])([CH3:39])[N:23]=2)=[C:28]([CH:7]([CH3:15])[CH2:8][C:9]2[CH:14]=[CH:13][CH:12]=[CH:11][CH:10]=2)[CH:29]=1. The yield is 0.410. (7) The reactants are [Cl:1][C:2]1[C:3]2[CH:10]=[CH:9][NH:8][C:4]=2[N:5]=[CH:6][N:7]=1.[CH:11](OCC)([O:15][CH2:16][CH3:17])[O:12][CH2:13][CH3:14]. No catalyst specified. The product is [Cl:1][C:2]1[C:3]2[CH:10]=[CH:9][N:8]([CH:11]([O:15][CH2:16][CH3:17])[O:12][CH2:13][CH3:14])[C:4]=2[N:5]=[CH:6][N:7]=1. The yield is 0.940. (8) The reactants are [CH3:1][O:2][C:3](=[O:17])[C:4]1[CH:9]=[CH:8][C:7]([C:10]#[N:11])=[C:6]([O:12][N:13]=C(C)C)[CH:5]=1.[ClH:18]. The catalyst is CO. The product is [ClH:18].[CH3:1][O:2][C:3]([C:4]1[CH:9]=[CH:8][C:7]2[C:10]([NH2:11])=[N:13][O:12][C:6]=2[CH:5]=1)=[O:17]. The yield is 0.880. (9) The reactants are I[C:2]1[C:10]2[C:5](=[CH:6][CH:7]=[C:8]([C:11]([OH:13])=[O:12])[CH:9]=2)[NH:4][N:3]=1.[O:14]1[CH2:19][CH2:18][N:17]([C:20]2[CH:25]=[CH:24][C:23](B(O)O)=[CH:22][CH:21]=2)[CH2:16][CH2:15]1.[O-]P([O-])([O-])=O.[K+].[K+].[K+]. The catalyst is CN(C=O)C.O.C1C=CC([P]([Pd]([P](C2C=CC=CC=2)(C2C=CC=CC=2)C2C=CC=CC=2)([P](C2C=CC=CC=2)(C2C=CC=CC=2)C2C=CC=CC=2)[P](C2C=CC=CC=2)(C2C=CC=CC=2)C2C=CC=CC=2)(C2C=CC=CC=2)C2C=CC=CC=2)=CC=1. The product is [O:14]1[CH2:19][CH2:18][N:17]([C:20]2[CH:25]=[CH:24][C:23]([C:2]3[C:10]4[C:5](=[CH:6][CH:7]=[C:8]([C:11]([OH:13])=[O:12])[CH:9]=4)[NH:4][N:3]=3)=[CH:22][CH:21]=2)[CH2:16][CH2:15]1. The yield is 0.360. (10) The reactants are [O:1]=[C:2]1[C:7]([CH2:8][C:9]2[CH:14]=[CH:13][C:12]([C:15]3[C:16]([C:21]#[N:22])=[CH:17][CH:18]=[CH:19][CH:20]=3)=[CH:11][CH:10]=2)=[C:6]([CH2:23][CH2:24][CH3:25])[N:5]2[N:26]=[CH:27][N:28]=[C:4]2[N:3]1[CH:29]1[CH2:34][CH2:33][C:32](=[O:35])[CH2:31][CH2:30]1.[CH2:36]([Mg]Br)[CH:37]=[CH2:38].[Cl-].[NH4+]. The catalyst is O1CCCC1. The product is [OH:35][C:32]1([CH2:38][CH:37]=[CH2:36])[CH2:31][CH2:30][CH:29]([N:3]2[C:2](=[O:1])[C:7]([CH2:8][C:9]3[CH:10]=[CH:11][C:12]([C:15]4[C:16]([C:21]#[N:22])=[CH:17][CH:18]=[CH:19][CH:20]=4)=[CH:13][CH:14]=3)=[C:6]([CH2:23][CH2:24][CH3:25])[N:5]3[N:26]=[CH:27][N:28]=[C:4]23)[CH2:34][CH2:33]1. The yield is 0.300.